Dataset: Forward reaction prediction with 1.9M reactions from USPTO patents (1976-2016). Task: Predict the product of the given reaction. Given the reactants [Cl:1][C:2]1[C:3]2[N:4]([CH:12]=[C:13]([C:15]([OH:17])=O)[N:14]=2)[CH:5]=[C:6]([C:8]([F:11])([F:10])[F:9])[CH:7]=1.C(O)(C)(C)C.Cl.CN(C)CCCN=C=NCC.[Cl:35][C:36]1[CH:41]=[CH:40][C:39]([CH2:42][CH3:43])=[CH:38][C:37]=1[S:44]([NH2:47])(=[O:46])=[O:45], predict the reaction product. The product is: [Cl:1][C:2]1[C:3]2[N:4]([CH:12]=[C:13]([C:15]([NH:47][S:44]([C:37]3[CH:38]=[C:39]([CH2:42][CH3:43])[CH:40]=[CH:41][C:36]=3[Cl:35])(=[O:46])=[O:45])=[O:17])[N:14]=2)[CH:5]=[C:6]([C:8]([F:9])([F:10])[F:11])[CH:7]=1.